From a dataset of Catalyst prediction with 721,799 reactions and 888 catalyst types from USPTO. Predict which catalyst facilitates the given reaction. (1) Reactant: [F:1][C:2]([F:13])([F:12])[C:3]1[CH:4]=[C:5]([CH:9]=[CH:10][CH:11]=1)[C:6]([OH:8])=O.CN(C(ON1N=NC2C=CC=NC1=2)=[N+](C)C)C.F[P-](F)(F)(F)(F)F.CCN(C(C)C)C(C)C.[CH3:47][C:48]1[CH:54]=[CH:53][C:51]([NH2:52])=[CH:50][C:49]=1[N+:55]([O-:57])=[O:56]. Product: [CH3:47][C:48]1[CH:54]=[CH:53][C:51]([NH:52][C:6](=[O:8])[C:5]2[CH:9]=[CH:10][CH:11]=[C:3]([C:2]([F:1])([F:13])[F:12])[CH:4]=2)=[CH:50][C:49]=1[N+:55]([O-:57])=[O:56]. The catalyst class is: 3. (2) Reactant: [OH:1][C:2]1[N:10]=[CH:9][CH:8]=[CH:7][C:3]=1[C:4](O)=[O:5].B.C1COCC1.CO. Product: [OH:5][CH2:4][C:3]1[C:2]([OH:1])=[N:10][CH:9]=[CH:8][CH:7]=1. The catalyst class is: 1.